This data is from Reaction yield outcomes from USPTO patents with 853,638 reactions. The task is: Predict the reaction yield, written as a fraction of the theoretical maximum amount of product (1.0 means a 100% yield; for example, 0.34 means a 34% yield). (1) The reactants are Cl[C:2]1[C:11]([C:12]2[CH:17]=[CH:16][CH:15]=[CH:14][CH:13]=2)=[N:10][C:9]2[C:4](=[CH:5][CH:6]=[CH:7][CH:8]=2)[N:3]=1.[NH:18]1[CH2:23][CH2:22][CH:21]([OH:24])[CH2:20][CH2:19]1.C(N(C(C)C)C(C)C)C. The catalyst is CN(C=O)C.O. The product is [C:12]1([C:11]2[C:2]([N:18]3[CH2:23][CH2:22][CH:21]([OH:24])[CH2:20][CH2:19]3)=[N:3][C:4]3[C:9]([N:10]=2)=[CH:8][CH:7]=[CH:6][CH:5]=3)[CH:17]=[CH:16][CH:15]=[CH:14][CH:13]=1. The yield is 0.470. (2) The reactants are [CH2:1]([NH:4][C:5]1[N:6]=[C:7](Cl)[C:8]2[CH:13]=[CH:12][N:11]([CH3:14])[C:9]=2[N:10]=1)[CH2:2][CH3:3].CCN(C(C)C)C(C)C.Cl.[CH:26]12[NH:33][CH:30]([CH2:31][CH2:32]1)[CH2:29][CH:28]([OH:34])[CH2:27]2.O. The product is [CH3:14][N:11]1[C:9]2[N:10]=[C:5]([NH:4][CH2:1][CH2:2][CH3:3])[N:6]=[C:7]([N:33]3[CH:26]4[CH2:32][CH2:31][CH:30]3[CH2:29][CH:28]([OH:34])[CH2:27]4)[C:8]=2[CH:13]=[CH:12]1. The catalyst is C(O)CCC. The yield is 0.570. (3) The reactants are [CH2:1]([C@H:8]1[C@H:16]([CH3:17])[O:15][C:14](=[O:18])[C@@H:13]([NH:19]C(=O)OCC2C=CC=CC=2)[CH2:12][O:11][CH2:10][C@@H:9]1[CH2:30][C:31]1[CH:36]=[CH:35][C:34]([Cl:37])=[CH:33][CH:32]=1)[C:2]1[CH:7]=[CH:6][CH:5]=[CH:4][CH:3]=1.Br.C([O-])(O)=O.[Na+]. The catalyst is C(O)(=O)C.CCOC(C)=O. The product is [NH2:19][C@H:13]1[CH2:12][O:11][CH2:10][C@H:9]([CH2:30][C:31]2[CH:32]=[CH:33][C:34]([Cl:37])=[CH:35][CH:36]=2)[C@@H:8]([CH2:1][C:2]2[CH:7]=[CH:6][CH:5]=[CH:4][CH:3]=2)[C@H:16]([CH3:17])[O:15][C:14]1=[O:18]. The yield is 0.940.